Dataset: Forward reaction prediction with 1.9M reactions from USPTO patents (1976-2016). Task: Predict the product of the given reaction. (1) Given the reactants [NH2:1][CH2:2][CH2:3][N:4]1[C:12]2[CH:11]=[CH:10][CH:9]=[CH:8][C:7]=2[C:6]2[CH2:13][CH2:14][N:15](C(OC(C)(C)C)=O)[CH2:16][CH2:17][C:5]1=2.C(C(O)=O)(F)(F)F.C(Cl)[Cl:33], predict the reaction product. The product is: [ClH:33].[ClH:33].[CH2:13]1[C:6]2[C:7]3[CH:8]=[CH:9][CH:10]=[CH:11][C:12]=3[N:4]([CH2:3][CH2:2][NH2:1])[C:5]=2[CH2:17][CH2:16][NH:15][CH2:14]1. (2) Given the reactants [CH2:1]([N:8]1[CH2:12][CH2:11][CH:10]([C@@H:13]2[CH2:15][C@@H:14]2[C:16]([O:18][C:19]([CH3:22])([CH3:21])[CH3:20])=[O:17])[C:9]1=S)[C:2]1[CH:7]=[CH:6][CH:5]=[CH:4][CH:3]=1, predict the reaction product. The product is: [CH2:1]([N:8]1[CH2:12][CH2:11][CH:10]([C@H:13]2[CH2:15][C@@H:14]2[C:16]([O:18][C:19]([CH3:22])([CH3:21])[CH3:20])=[O:17])[CH2:9]1)[C:2]1[CH:3]=[CH:4][CH:5]=[CH:6][CH:7]=1. (3) Given the reactants Cl[C:2]1[C:11]2[C:6](=[CH:7][C:8]([O:14][CH3:15])=[C:9]([O:12][CH3:13])[CH:10]=2)[N:5]=[CH:4][CH:3]=1.[F:16][C:17]1[CH:22]=[C:21]([N+:23]([O-:25])=[O:24])[CH:20]=[CH:19][C:18]=1[OH:26], predict the reaction product. The product is: [F:16][C:17]1[CH:22]=[C:21]([N+:23]([O-:25])=[O:24])[CH:20]=[CH:19][C:18]=1[O:26][C:2]1[C:11]2[C:6](=[CH:7][C:8]([O:14][CH3:15])=[C:9]([O:12][CH3:13])[CH:10]=2)[N:5]=[CH:4][CH:3]=1.